This data is from Catalyst prediction with 721,799 reactions and 888 catalyst types from USPTO. The task is: Predict which catalyst facilitates the given reaction. (1) Reactant: [Cl:1][C:2]1[CH:3]=[CH:4][C:5]([NH:10][C:11]2[C:16]([Cl:17])=[CH:15][N:14]=[C:13](Cl)[CH:12]=2)=[C:6]([CH:9]=1)[C:7]#[N:8].[CH3:19][C:20]1[CH:24]=[C:23]([NH2:25])[N:22]([CH:26]([CH3:28])[CH3:27])[N:21]=1.C(=O)([O-])[O-].[Cs+].[Cs+].C1C=CC(P(C2C(OC3C(P(C4C=CC=CC=4)C4C=CC=CC=4)=CC=CC=3)=CC=CC=2)C2C=CC=CC=2)=CC=1. Product: [Cl:1][C:2]1[CH:3]=[CH:4][C:5]([NH:10][C:11]2[C:16]([Cl:17])=[CH:15][N:14]=[C:13]([NH:25][C:23]3[N:22]([CH:26]([CH3:28])[CH3:27])[N:21]=[C:20]([CH3:19])[CH:24]=3)[CH:12]=2)=[C:6]([CH:9]=1)[C:7]#[N:8]. The catalyst class is: 160. (2) Reactant: [CH3:1][C:2]1([CH3:34])[CH2:7][CH2:6][C:5]([C:8]2[C:13]([NH:14][C:15]([C:17]3[NH:18][CH:19]=[C:20]([C:22]#[N:23])[N:21]=3)=[O:16])=[CH:12][CH:11]=[C:10]([CH:24]3[CH2:29][C:28]([CH3:31])([CH3:30])[O:27][C:26]([CH3:33])([CH3:32])[CH2:25]3)[N:9]=2)=[CH:4][CH2:3]1.[OH-].[Na+].[Na:37]. Product: [Na:37].[CH3:1][C:2]1([CH3:34])[CH2:7][CH2:6][C:5]([C:8]2[C:13]([NH:14][C:15]([C:17]3[NH:18][CH:19]=[C:20]([C:22]#[N:23])[N:21]=3)=[O:16])=[CH:12][CH:11]=[C:10]([CH:24]3[CH2:25][C:26]([CH3:33])([CH3:32])[O:27][C:28]([CH3:31])([CH3:30])[CH2:29]3)[N:9]=2)=[CH:4][CH2:3]1. The catalyst class is: 8. (3) Reactant: [Cl:1][C:2]1[N:7]=[N:6][C:5]([N:8]=[CH:9]N(C)C)=[C:4]([CH3:13])[CH:3]=1.[Cl:14][C:15]1[CH:16]=[CH:17][C:18]([N:22]=[CH:23]N(C)C)(C)[NH:19][N:20]=1.[CH2:27]([O:29][C:30](=[O:33])[CH2:31]Br)[CH3:28].[CH:34](N(CC)C(C)C)(C)C. Product: [CH2:27]([O:29][C:30]([C:31]1[N:6]2[N:7]=[C:2]([Cl:1])[CH:3]=[C:4]([CH3:13])[C:5]2=[N:8][CH:9]=1)=[O:33])[CH3:28].[CH2:27]([O:29][C:30]([C:31]1[N:19]2[N:20]=[C:15]([Cl:14])[C:16]([CH3:34])=[CH:17][C:18]2=[N:22][CH:23]=1)=[O:33])[CH3:28]. The catalyst class is: 10. (4) Reactant: [C:1]([NH:4][C:5]1[CH:6]=[C:7]([NH:11][C:12](=[O:17])[CH:13]=[C:14]([CH3:16])[CH3:15])[CH:8]=[CH:9][CH:10]=1)(=[O:3])[CH3:2].CC1(C)C2C(=CC([N+]([O-])=O)=CC=2)NC1.[Al+3].[Cl-].[Cl-].[Cl-]. Product: [CH3:15][C:14]1([CH3:16])[C:8]2[C:7](=[CH:6][C:5]([NH:4][C:1](=[O:3])[CH3:2])=[CH:10][CH:9]=2)[NH:11][C:12](=[O:17])[CH2:13]1. The catalyst class is: 159. (5) Reactant: [Cl:1][C:2]1[CH:7]=[C:6]([F:8])[C:5]([C:9]2[CH:17]=[C:12]3[CH2:13][CH2:14][CH2:15][CH2:16][N:11]3[N:10]=2)=[CH:4][C:3]=1[OH:18].[Cl:19]N1C(=O)CCC1=O.O. Product: [Cl:1][C:2]1[CH:7]=[C:6]([F:8])[C:5]([C:9]2[C:17]([Cl:19])=[C:12]3[CH2:13][CH2:14][CH2:15][CH2:16][N:11]3[N:10]=2)=[CH:4][C:3]=1[OH:18]. The catalyst class is: 9. (6) Reactant: [NH2:1][C:2]1[CH:3]=[CH:4][C:5]2[N:25]([CH:26]=1)[C:8]1[N:9]([C:18]3[CH:19]=[N:20][C:21]([Cl:24])=[CH:22][CH:23]=3)[C:10](=[O:17])[C:11]3[C:16]([C:7]=1[N:6]=2)=[CH:15][CH:14]=[CH:13][CH:12]=3.[CH2:27]([N:29]=[C:30]=[O:31])[CH3:28]. Product: [CH2:27]([NH:29][C:30]([NH:1][C:2]1[CH:3]=[CH:4][C:5]2[N:25]([CH:26]=1)[C:8]1[N:9]([C:18]3[CH:19]=[N:20][C:21]([Cl:24])=[CH:22][CH:23]=3)[C:10](=[O:17])[C:11]3[C:16]([C:7]=1[N:6]=2)=[CH:15][CH:14]=[CH:13][CH:12]=3)=[O:31])[CH3:28]. The catalyst class is: 22. (7) Reactant: Cl[C:2]1[C:11]([C:12]([OH:14])=[O:13])=[CH:10][C:9]2[C:4](=[CH:5][CH:6]=[C:7]([Cl:15])[CH:8]=2)[N:3]=1.[NH2:16][C@@H:17]([CH2:24][C:25]1[CH:30]=[CH:29][CH:28]=[CH:27][CH:26]=1)[C:18]([NH:20][CH2:21][CH2:22][CH3:23])=[O:19]. Product: [Cl:15][C:7]1[CH:8]=[C:9]2[C:4](=[CH:5][CH:6]=1)[N:3]=[C:2]([NH:16][C@H:17]([C:18](=[O:19])[NH:20][CH2:21][CH2:22][CH3:23])[CH2:24][C:25]1[CH:30]=[CH:29][CH:28]=[CH:27][CH:26]=1)[C:11]([C:12]([OH:14])=[O:13])=[CH:10]2. The catalyst class is: 16. (8) Reactant: [H-].[Na+].[CH3:3][NH:4][C:5]([C:7]1[CH:8]=[C:9]2[C:13](=[CH:14][CH:15]=1)[NH:12][C:11](=[O:16])[CH2:10]2)=[O:6].Cl[C:18]1[C:27]2[C:22](=[CH:23][C:24]([O:28][CH2:29][CH2:30][CH2:31][N:32]3[CH2:37][CH2:36][O:35][CH2:34][CH2:33]3)=[CH:25][CH:26]=2)[N:21]=[CH:20][N:19]=1.Cl. Product: [CH3:3][NH:4][C:5]([C:7]1[CH:8]=[C:9]2[C:13](=[CH:14][CH:15]=1)[NH:12][C:11](=[O:16])[CH:10]2[C:18]1[C:27]2[C:22](=[CH:23][C:24]([O:28][CH2:29][CH2:30][CH2:31][N:32]3[CH2:37][CH2:36][O:35][CH2:34][CH2:33]3)=[CH:25][CH:26]=2)[N:21]=[CH:20][N:19]=1)=[O:6]. The catalyst class is: 483. (9) Reactant: [CH2:1]=[C:2]1[C@@H:15]2[O:16][C:12]3[C:13]4[C@:14]52[CH2:17][CH2:18][N:19]([CH2:20][CH:21]2[CH2:23][CH2:22]2)[C@H:6]([CH2:7][C:8]=4[CH:9]=[CH:10][C:11]=3[OH:24])[C@:5]5([OH:25])[CH2:4][CH2:3]1.[ClH:26]. Product: [CH2:1]=[C:2]1[C@@H:15]2[O:16][C:12]3=[C:11]([OH:24])[CH:10]=[CH:9][C:8]4=[C:13]3[C@:14]32[CH2:17][CH2:18][N:19]([CH2:20][CH:21]2[CH2:22][CH2:23]2)[C@H:6]([CH2:7]4)[C@:5]3([OH:25])[CH2:4][CH2:3]1.[OH2:16].[OH2:16].[ClH:26]. The catalyst class is: 6.